Dataset: Peptide-MHC class I binding affinity with 185,985 pairs from IEDB/IMGT. Task: Regression. Given a peptide amino acid sequence and an MHC pseudo amino acid sequence, predict their binding affinity value. This is MHC class I binding data. (1) The peptide sequence is HEWKIPLLI. The MHC is HLA-B40:13 with pseudo-sequence HLA-B40:13. The binding affinity (normalized) is 0.778. (2) The binding affinity (normalized) is 0.0847. The peptide sequence is GYMFESKSM. The MHC is HLA-A01:01 with pseudo-sequence HLA-A01:01. (3) The peptide sequence is IASTLIVTI. The MHC is HLA-B08:01 with pseudo-sequence HLA-B08:01. The binding affinity (normalized) is 0.165. (4) The peptide sequence is LFCASDAKAY. The MHC is HLA-A02:01 with pseudo-sequence HLA-A02:01. The binding affinity (normalized) is 0.